The task is: Regression. Given two drug SMILES strings and cell line genomic features, predict the synergy score measuring deviation from expected non-interaction effect.. This data is from NCI-60 drug combinations with 297,098 pairs across 59 cell lines. (1) Drug 1: CC12CCC3C(C1CCC2=O)CC(=C)C4=CC(=O)C=CC34C. Drug 2: C1=CN(C=N1)CC(O)(P(=O)(O)O)P(=O)(O)O. Cell line: UACC-257. Synergy scores: CSS=2.97, Synergy_ZIP=-9.67, Synergy_Bliss=-17.5, Synergy_Loewe=-16.5, Synergy_HSA=-17.1. (2) Drug 1: C1=CC(=CC=C1CC(C(=O)O)N)N(CCCl)CCCl.Cl. Drug 2: C1CN1P(=S)(N2CC2)N3CC3. Cell line: HT29. Synergy scores: CSS=12.0, Synergy_ZIP=-3.03, Synergy_Bliss=1.15, Synergy_Loewe=-2.36, Synergy_HSA=-2.12.